Dataset: Forward reaction prediction with 1.9M reactions from USPTO patents (1976-2016). Task: Predict the product of the given reaction. (1) Given the reactants [CH3:1][S@:2](=[O:24])([C:18]1[CH:23]=[CH:22][CH:21]=[CH:20][CH:19]=1)=[N:3][C:4](=[O:17])[C:5]1[CH:10]=[C:9]([C:11]#[C:12][Si](C)(C)C)[CH:8]=[N:7][CH:6]=1.Br[C:26]1[CH:27]=[CH:28][C:29]2[O:33][C:32](=[O:34])[NH:31][C:30]=2[CH:35]=1, predict the reaction product. The product is: [CH3:1][S@:2](=[O:24])([C:18]1[CH:23]=[CH:22][CH:21]=[CH:20][CH:19]=1)=[N:3][C:4](=[O:17])[C:5]1[CH:10]=[C:9]([C:11]#[C:12][C:26]2[CH:27]=[CH:28][C:29]3[O:33][C:32](=[O:34])[NH:31][C:30]=3[CH:35]=2)[CH:8]=[N:7][CH:6]=1. (2) Given the reactants [C:1]1([CH2:7][C@@H:8]2[NH:13][C:12](=O)[C@H:11]([CH2:15][C:16]3[CH:21]=[CH:20][CH:19]=[CH:18][CH:17]=3)[NH:10][C:9]2=O)[CH:6]=[CH:5][CH:4]=[CH:3][CH:2]=1.B.C1COCC1, predict the reaction product. The product is: [C:16]1([CH2:15][C@H:11]2[CH2:12][NH:13][C@@H:8]([CH2:7][C:1]3[CH:6]=[CH:5][CH:4]=[CH:3][CH:2]=3)[CH2:9][NH:10]2)[CH:17]=[CH:18][CH:19]=[CH:20][CH:21]=1. (3) Given the reactants [C:1]([O:5][C:6]([N:8]1[CH2:13][CH2:12][N:11]([CH2:14][C:15]2[CH:20]=[C:19]([NH2:21])[C:18]([C:22]([O:24]CC)=[O:23])=[CH:17][C:16]=2[O:27][C:28]([F:31])([F:30])[F:29])[CH2:10][CH2:9]1)=[O:7])([CH3:4])([CH3:3])[CH3:2].NC1C(Cl)=C(C=O)C(C(F)(F)F)=CC=1C(O)=O, predict the reaction product. The product is: [C:1]([O:5][C:6]([N:8]1[CH2:13][CH2:12][N:11]([CH2:14][C:15]2[CH:20]=[C:19]([NH2:21])[C:18]([C:22]([OH:24])=[O:23])=[CH:17][C:16]=2[O:27][C:28]([F:30])([F:31])[F:29])[CH2:10][CH2:9]1)=[O:7])([CH3:4])([CH3:2])[CH3:3]. (4) Given the reactants Cl[C:2]1[N:7]=[C:6]([Cl:8])[N:5]=[C:4]2[N:9]([CH:12]3[CH2:17][CH2:16][CH2:15][CH2:14][O:13]3)[N:10]=[CH:11][C:3]=12.Cl.[CH3:19][N:20]1[CH:24]=[C:23]([NH2:25])[N:22]=[CH:21]1, predict the reaction product. The product is: [Cl:8][C:6]1[N:5]=[C:4]2[N:9]([CH:12]3[CH2:17][CH2:16][CH2:15][CH2:14][O:13]3)[N:10]=[CH:11][C:3]2=[C:2]([NH:25][C:23]2[N:22]=[CH:21][N:20]([CH3:19])[CH:24]=2)[N:7]=1.